From a dataset of Forward reaction prediction with 1.9M reactions from USPTO patents (1976-2016). Predict the product of the given reaction. (1) Given the reactants [N:1]([C:4]1[CH:5]=[N:6][CH:7]=[CH:8][C:9]=1[N:10]1[CH2:15][CH2:14][CH2:13][C@H:12]([NH:16][C:17](=[O:23])[O:18][C:19]([CH3:22])([CH3:21])[CH3:20])[CH2:11]1)=[N+]=[N-].[P:24]([CH3:27])([CH3:26])[CH3:25], predict the reaction product. The product is: [CH3:25][P:24](=[N:1][C:4]1[CH:5]=[N:6][CH:7]=[CH:8][C:9]=1[N:10]1[CH2:15][CH2:14][CH2:13][C@H:12]([NH:16][C:17](=[O:23])[O:18][C:19]([CH3:22])([CH3:21])[CH3:20])[CH2:11]1)([CH3:27])[CH3:26]. (2) Given the reactants [Li+].[OH-].[CH3:3][N:4]1[C:8]([S:9]([CH3:12])(=[O:11])=[O:10])=[C:7]([C:13]([O:15]CC)=[O:14])[CH:6]=[N:5]1.Cl, predict the reaction product. The product is: [CH3:3][N:4]1[C:8]([S:9]([CH3:12])(=[O:10])=[O:11])=[C:7]([C:13]([OH:15])=[O:14])[CH:6]=[N:5]1.